From a dataset of Forward reaction prediction with 1.9M reactions from USPTO patents (1976-2016). Predict the product of the given reaction. (1) Given the reactants [OH:1][C:2]([C:4]([F:7])([F:6])[F:5])=[O:3].C([N:15]1[CH2:24][CH2:23][C:22]2[C:17](=[N:18][C:19]([NH:41][CH:42]3[CH2:45][CH2:44][CH2:43]3)=[C:20]([N:25]3[CH2:30][CH2:29][CH:28]([O:31][C:32]4[CH:37]=[CH:36][C:35]([O:38][CH3:39])=[CH:34][C:33]=4[F:40])[CH2:27][CH2:26]3)[N:21]=2)[CH2:16]1)C1C=CC=CC=1, predict the reaction product. The product is: [CH:42]1([NH:41][C:19]2[N:18]=[C:17]3[CH2:16][NH:15][CH2:24][CH2:23][C:22]3=[N:21][C:20]=2[N:25]2[CH2:30][CH2:29][CH:28]([O:31][C:32]3[CH:37]=[CH:36][C:35]([O:38][CH3:39])=[CH:34][C:33]=3[F:40])[CH2:27][CH2:26]2)[CH2:43][CH2:44][CH2:45]1.[C:2]([OH:3])([C:4]([F:7])([F:6])[F:5])=[O:1]. (2) Given the reactants [CH3:1][O:2][C:3]1[C:8]([NH2:9])=[C:7]([O:10][CH3:11])[N:6]=[CH:5][N:4]=1.[H-].[Na+].[N:14]([C:17]1[CH:22]=[C:21]([C:23]([O:25]C)=[O:24])[CH:20]=[CH:19][C:18]=1[C:27](OC)=[O:28])=[C:15]=[S:16], predict the reaction product. The product is: [CH3:11][O:10][C:7]1[C:8]([N:9]2[C:27](=[O:28])[C:18]3[C:17](=[CH:22][C:21]([C:23]([OH:25])=[O:24])=[CH:20][CH:19]=3)[NH:14][C:15]2=[S:16])=[C:3]([O:2][CH3:1])[N:4]=[CH:5][N:6]=1. (3) The product is: [CH3:1][O:2][C:3]1[CH:8]=[CH:7][CH:6]=[CH:5][C:4]=1[NH:9][C:20](=[O:21])[CH2:19][C:18]([OH:23])=[O:17]. Given the reactants [CH3:1][O:2][C:3]1[CH:8]=[CH:7][CH:6]=[CH:5][C:4]=1[NH2:9].C[Si](Cl)(C)C.CC1(C)[O:21][C:20](=O)[CH2:19][C:18](=[O:23])[O:17]1.O, predict the reaction product. (4) Given the reactants Br[C:2]1[N:6]([CH:7]([CH3:9])[CH3:8])[N:5]=[CH:4][C:3]=1[CH2:10][C:11]1([N:24]=[C:25]=[O:26])[CH2:16][CH2:15][N:14]([C:17]([O:19][C:20]([CH3:23])([CH3:22])[CH3:21])=[O:18])[CH2:13][CH2:12]1.C([Li])(C)(C)C, predict the reaction product. The product is: [CH:7]([N:6]1[C:2]2[C:25](=[O:26])[NH:24][C:11]3([CH2:16][CH2:15][N:14]([C:17]([O:19][C:20]([CH3:21])([CH3:23])[CH3:22])=[O:18])[CH2:13][CH2:12]3)[CH2:10][C:3]=2[CH:4]=[N:5]1)([CH3:8])[CH3:9]. (5) Given the reactants C(O)(=O)C.[CH3:5][C:6]1[N:10]([C:11]2[CH:16]=[CH:15][C:14]([N+:17]([O-])=O)=[CH:13][CH:12]=2)[N:9]=[CH:8][C:7]=1[C:20](=[O:22])[CH3:21], predict the reaction product. The product is: [NH2:17][C:14]1[CH:13]=[CH:12][C:11]([N:10]2[C:6]([CH3:5])=[C:7]([C:20](=[O:22])[CH3:21])[CH:8]=[N:9]2)=[CH:16][CH:15]=1. (6) Given the reactants C1(S([N:10]2[C:14]3=[N:15][CH:16]=[C:17]([O:19][CH2:20][CH2:21][O:22][Si](C(C)(C)C)(C4C=CC=CC=4)C4C=CC=CC=4)[CH:18]=[C:13]3[CH:12]=[C:11]2[C:40]([C:47]2[CH:52]=[CH:51][C:50]([S:53]([CH3:56])(=[O:55])=[O:54])=[CH:49][CH:48]=2)=[CH:41][CH:42]2[CH2:46][CH2:45][CH2:44][CH2:43]2)(=O)=O)C=CC=CC=1.[F-].C([N+](CCCC)(CCCC)CCCC)CCC, predict the reaction product. The product is: [CH:42]1([CH:41]=[C:40]([C:11]2[NH:10][C:14]3=[N:15][CH:16]=[C:17]([O:19][CH2:20][CH2:21][OH:22])[CH:18]=[C:13]3[CH:12]=2)[C:47]2[CH:52]=[CH:51][C:50]([S:53]([CH3:56])(=[O:55])=[O:54])=[CH:49][CH:48]=2)[CH2:46][CH2:45][CH2:44][CH2:43]1. (7) Given the reactants FC1C=C(F)C=CC=1CN1C2C=CC=C(N)C=2C=N1.[N:20]1[CH:21]=[C:22]([C:29]([OH:31])=O)[N:23]2[CH:28]=[CH:27][CH:26]=[CH:25][C:24]=12.[O:32]1[CH2:37][CH2:36][CH2:35][CH2:34][CH:33]1[CH2:38][N:39]1[C:47]2[CH:46]=[CH:45][CH:44]=[C:43]([NH2:48])[C:42]=2[CH:41]=[N:40]1, predict the reaction product. The product is: [O:32]1[CH2:37][CH2:36][CH2:35][CH2:34][CH:33]1[CH2:38][N:39]1[C:47]2[C:42](=[C:43]([NH:48][C:29]([C:22]3[N:23]4[CH:28]=[CH:27][CH:26]=[CH:25][C:24]4=[N:20][CH:21]=3)=[O:31])[CH:44]=[CH:45][CH:46]=2)[CH:41]=[N:40]1.